Regression. Given a peptide amino acid sequence and an MHC pseudo amino acid sequence, predict their binding affinity value. This is MHC class I binding data. From a dataset of Peptide-MHC class I binding affinity with 185,985 pairs from IEDB/IMGT. (1) The peptide sequence is HPEIVIYQY. The MHC is HLA-A11:01 with pseudo-sequence HLA-A11:01. The binding affinity (normalized) is 0.0465. (2) The peptide sequence is YPASLHKFF. The MHC is HLA-B58:01 with pseudo-sequence HLA-B58:01. The binding affinity (normalized) is 0.0847. (3) The peptide sequence is MPSLTMACM. The MHC is HLA-B07:02 with pseudo-sequence HLA-B07:02. The binding affinity (normalized) is 0.651. (4) The peptide sequence is LRQRLLRAR. The MHC is Mamu-B03 with pseudo-sequence Mamu-B03. The binding affinity (normalized) is 0.347.